This data is from Full USPTO retrosynthesis dataset with 1.9M reactions from patents (1976-2016). The task is: Predict the reactants needed to synthesize the given product. (1) Given the product [OH:8][NH:9][C:10]([C:12]1[CH:13]=[N:14][C:15]([N:18]2[CH2:25][CH:24]3[CH:20]([CH2:21][N:22]([S:26]([C:29]4[CH:38]=[CH:37][C:36]5[C:31](=[CH:32][CH:33]=[CH:34][CH:35]=5)[CH:30]=4)(=[O:28])=[O:27])[CH2:23]3)[CH2:19]2)=[N:16][CH:17]=1)=[O:11], predict the reactants needed to synthesize it. The reactants are: C(OC([O:8][NH:9][C:10]([C:12]1[CH:13]=[N:14][C:15]([N:18]2[CH2:25][CH:24]3[CH:20]([CH2:21][N:22]([S:26]([C:29]4[CH:38]=[CH:37][C:36]5[C:31](=[CH:32][CH:33]=[CH:34][CH:35]=5)[CH:30]=4)(=[O:28])=[O:27])[CH2:23]3)[CH2:19]2)=[N:16][CH:17]=1)=[O:11])C)C(C)C.C(O)(C(F)(F)F)=O.C(Cl)Cl.CO. (2) Given the product [C:21]([O:25][C:26]([NH:28][CH2:29][C:30]([N:17]1[CH2:18][CH2:19][CH2:20][N:14]([S:11]([C:6]2[C:5]3[CH:4]=[CH:3][N:2]=[CH:1][C:10]=3[CH:9]=[CH:8][CH:7]=2)(=[O:12])=[O:13])[CH2:15][CH2:16]1)=[O:31])=[O:27])([CH3:24])([CH3:23])[CH3:22], predict the reactants needed to synthesize it. The reactants are: [CH:1]1[C:10]2[CH:9]=[CH:8][CH:7]=[C:6]([S:11]([N:14]3[CH2:20][CH2:19][CH2:18][NH:17][CH2:16][CH2:15]3)(=[O:13])=[O:12])[C:5]=2[CH:4]=[CH:3][N:2]=1.[C:21]([O:25][C:26]([NH:28][CH2:29][C:30](O)=[O:31])=[O:27])([CH3:24])([CH3:23])[CH3:22]. (3) Given the product [CH:7]1([N:3]2[CH2:2][CH2:1][C:6]3([CH2:22][CH2:23][NH:24][CH2:19]3)[CH2:4]2)[CH2:8][CH2:9]1, predict the reactants needed to synthesize it. The reactants are: [CH3:1][CH2:2][N:3]([CH:7]([CH3:9])[CH3:8])[CH:4]([CH3:6])C.CN(C(ON1N=NC2C=[CH:22][CH:23]=[N:24][C:19]1=2)=[N+](C)C)C.F[P-](F)(F)(F)(F)F. (4) Given the product [CH2:1]([C@H:5]1[NH:16][C:15](=[O:17])[CH2:14][CH2:13][CH:12]=[CH:11][CH2:10][C@@H:9]([CH2:18][C:19]([NH:64][CH2:63][C:60]2[CH:61]=[CH:62][C:57]([Cl:56])=[CH:58][CH:59]=2)=[O:21])[C:8](=[O:26])[O:7][CH2:6]1)[CH2:2][CH2:3][CH3:4], predict the reactants needed to synthesize it. The reactants are: [CH2:1]([C@H:5]1[NH:16][C:15](=[O:17])[CH2:14][CH2:13][CH:12]=[CH:11][CH2:10][C@@H:9]([CH2:18][C:19]([O:21]C(C)(C)C)=O)[C:8](=[O:26])[O:7][CH2:6]1)[CH2:2][CH2:3][CH3:4].FC(F)(F)C(O)=O.C([C@H]1NC(=O)CCC=CC[C@@H](CC(O)=O)C(=O)OC1)CCC.[Cl:56][C:57]1[CH:62]=[CH:61][C:60]([CH2:63][NH2:64])=[CH:59][CH:58]=1. (5) Given the product [Cl:23][C:24]1[CH:25]=[C:26]([NH:30][C:7]2[C:12]([CH3:13])=[C:11]([CH3:14])[N:10]=[C:9]([NH:15][CH2:16][C:17]3[CH:22]=[CH:21][CH:20]=[CH:19][N:18]=3)[N:8]=2)[CH:27]=[CH:28][CH:29]=1, predict the reactants needed to synthesize it. The reactants are: C1(N[C:7]2[C:12]([CH3:13])=[C:11]([CH3:14])[N:10]=[C:9]([NH:15][CH2:16][C:17]3[CH:22]=[CH:21][CH:20]=[CH:19][N:18]=3)[N:8]=2)CCCC1.[Cl:23][C:24]1[CH:25]=[C:26]([NH2:30])[CH:27]=[CH:28][CH:29]=1. (6) Given the product [CH3:18][O:19][C:20]1[C:26]([O:27][CH3:28])=[CH:25][C:23]([NH:24][C:2]2[CH:7]=[C:6]([C:8]([F:11])([F:10])[F:9])[N:5]=[C:4]([C:12]3[CH:13]=[N:14][CH:15]=[CH:16][CH:17]=3)[N:3]=2)=[C:22]([CH3:29])[CH:21]=1, predict the reactants needed to synthesize it. The reactants are: Cl[C:2]1[CH:7]=[C:6]([C:8]([F:11])([F:10])[F:9])[N:5]=[C:4]([C:12]2[CH:13]=[N:14][CH:15]=[CH:16][CH:17]=2)[N:3]=1.[CH3:18][O:19][C:20]1[C:26]([O:27][CH3:28])=[CH:25][C:23]([NH2:24])=[C:22]([CH3:29])[CH:21]=1. (7) Given the product [C:3]([C:4]12[CH2:11][C:10]3([CH3:13])[CH2:9][C:8]([CH3:15])([CH2:7][C:6]([C:16]45[CH2:26][C:20]6([CH3:27])[CH2:21][C:22]([CH3:25])([CH2:24][C:18]([C:28]#[CH:29])([CH2:19]6)[CH2:17]4)[CH2:23]5)([CH2:12]3)[CH2:5]1)[CH2:14]2)#[CH:2], predict the reactants needed to synthesize it. The reactants are: Br[CH:2](Br)[CH2:3][C:4]12[CH2:14][C:8]3([CH3:15])[CH2:9][C:10]([CH3:13])([CH2:12][C:6]([C:16]45[CH2:26][C:20]6([CH3:27])[CH2:21][C:22]([CH3:25])([CH2:24][C:18]([CH2:28][CH:29](Br)Br)([CH2:19]6)[CH2:17]4)[CH2:23]5)([CH2:7]3)[CH2:5]1)[CH2:11]2.CC(C)([O-])C.[K+]. (8) Given the product [CH3:1][O:2][C:3]1[CH:4]=[C:5]([S:11][CH2:12][CH2:13][NH2:14])[CH:6]=[CH:7][C:8]=1[O:9][CH3:10], predict the reactants needed to synthesize it. The reactants are: [CH3:1][O:2][C:3]1[CH:4]=[C:5]([S:11][CH2:12][C:13]#[N:14])[CH:6]=[CH:7][C:8]=1[O:9][CH3:10].[BH4-].[Na+].B(F)(F)F.CCOCC.C(Cl)Cl.CO.